From a dataset of Catalyst prediction with 721,799 reactions and 888 catalyst types from USPTO. Predict which catalyst facilitates the given reaction. (1) Reactant: [OH:1][C:2]1[CH:7]=[CH:6][C:5]([CH2:8][CH2:9][CH2:10][OH:11])=[CH:4][CH:3]=1.C(=O)([O-])[O-].[K+].[K+].[CH2:18]1[O:20][C@H:19]1[CH2:21][OH:22]. Product: [OH:11][CH2:10][CH2:9][CH2:8][C:5]1[CH:4]=[CH:3][C:2]([O:1][CH2:18][C@@H:19]([OH:20])[CH2:21][OH:22])=[CH:7][CH:6]=1. The catalyst class is: 21. (2) Reactant: [CH3:1][N:2]1[C:10]2[CH:9]=[C:8]([CH:11]3[CH2:16][CH2:15][NH:14][CH2:13][CH2:12]3)[C:7](=[O:17])[NH:6][C:5]=2[CH:4]=[CH:3]1.[Cl:18][C:19]1[C:27]2[NH:26]N=[CH:24][C:23]=2[C:22]2[CH2:28][N:29]([CH2:38][C:39]([CH3:42])([CH3:41])[CH3:40])[C:30](=[O:37])[C@H:31]([CH2:33][C:34]([OH:36])=O)[CH2:32][C:21]=2[CH:20]=1.[CH:43]1C=CC2N(O)N=NC=2C=1.C(Cl)CCl.C(N(C(C)C)CC)(C)C. Product: [Cl:18][C:19]1[CH:20]=[C:21]2[CH2:32][C@@H:31]([CH2:33][C:34]([N:14]3[CH2:15][CH2:16][CH:11]([C:8]4[C:7](=[O:17])[NH:6][C:5]5[CH:4]=[CH:3][N:2]([CH3:1])[C:10]=5[CH:9]=4)[CH2:12][CH2:13]3)=[O:36])[C:30](=[O:37])[N:29]([CH2:38][C:39]([CH3:42])([CH3:40])[CH3:41])[CH2:28][C:22]2=[C:23]2[C:27]=1[NH:26][CH:43]=[CH:24]2. The catalyst class is: 3. (3) Reactant: [Br:1][C:2]1[CH:3]=[C:4]2[C:10]([C@@H:11]([C:13]3[C:18]([O:19]C)=[CH:17][CH:16]=[C:15]([F:21])[C:14]=3[Cl:22])[CH3:12])=[CH:9][NH:8][C:5]2=[N:6][CH:7]=1.B(Br)(Br)Br. Product: [Br:1][C:2]1[CH:3]=[C:4]2[C:10]([C@@H:11]([C:13]3[C:14]([Cl:22])=[C:15]([F:21])[CH:16]=[CH:17][C:18]=3[OH:19])[CH3:12])=[CH:9][NH:8][C:5]2=[N:6][CH:7]=1. The catalyst class is: 2. (4) Product: [Cl:11][C:7]1[N:6]=[C:5]([Cl:12])[C:4]([CH:1]([CH3:3])[CH3:2])=[C:9]([O:21][C:16]2[CH:17]=[C:18]([CH3:20])[CH:19]=[C:14]([CH3:13])[CH:15]=2)[N:8]=1. The catalyst class is: 215. Reactant: [CH:1]([C:4]1[C:5]([Cl:12])=[N:6][C:7]([Cl:11])=[N:8][C:9]=1Cl)([CH3:3])[CH3:2].[CH3:13][C:14]1[CH:15]=[C:16]([OH:21])[CH:17]=[C:18]([CH3:20])[CH:19]=1.[H-].[Na+]. (5) Reactant: S([O-])(=O)(C1C=CC([NH2:9])=CC=1)=O.[Na+].N([O-])=O.[Na+].[ClH:17].[NH2:18][C:19]1[CH:28]=[C:27]2[C:22]([CH:23]=[C:24]([S:30]([OH:33])(=[O:32])=[O:31])[CH:25]=[C:26]2[OH:29])=[CH:21][CH:20]=1.S(S([O-])=O)([O-])=O.[Na+].[Na+]. The catalyst class is: 6. Product: [ClH:17].[ClH:17].[NH2:18][C:19]1[C:28]([NH2:9])=[C:27]2[C:22]([CH:23]=[C:24]([S:30]([OH:33])(=[O:31])=[O:32])[CH:25]=[C:26]2[OH:29])=[CH:21][CH:20]=1. (6) Reactant: [CH3:1][CH:2]([N:4]1[C:12](/[CH:13]=[CH:14]/[CH:15]([OH:23])[CH2:16][CH:17]([OH:22])[CH2:18][C:19](O)=[O:20])=[C:11]([C:24]2[CH:25]=[CH:26][C:27]([F:30])=[CH:28][CH:29]=2)[C:10]2[CH:9]=[CH:8][CH:7]=[CH:6][C:5]1=2)[CH3:3].[NH2:31][OH:32].O.CO. Product: [F:30][C:27]1[CH:28]=[CH:29][C:24]([C:11]2[C:10]3[C:5](=[CH:6][CH:7]=[CH:8][CH:9]=3)[N:4]([CH:2]([CH3:3])[CH3:1])[C:12]=2/[CH:13]=[CH:14]/[C@@H:15]([OH:23])[CH2:16][C@@H:17]([OH:22])[CH2:18][C:19]([NH:31][OH:32])=[O:20])=[CH:25][CH:26]=1. The catalyst class is: 1. (7) Reactant: CC1(C)C(C)(C)OB([C:9]2[O:10][C:11]([C:14]3[CH:19]=[CH:18][CH:17]=[CH:16][CH:15]=3)=[CH:12][CH:13]=2)O1.Cl[C:22]1[C:31]([N:32]([CH3:36])[CH:33]([CH3:35])[CH3:34])=[N:30][C:29]2[C:24](=[CH:25][CH:26]=[C:27]([C:37]([O:39][CH3:40])=[O:38])[CH:28]=2)[N:23]=1.[O-]P([O-])([O-])=O.[K+].[K+].[K+]. Product: [CH3:36][N:32]([CH:33]([CH3:35])[CH3:34])[C:31]1[C:22]([C:9]2[O:10][C:11]([C:14]3[CH:15]=[CH:16][CH:17]=[CH:18][CH:19]=3)=[CH:12][CH:13]=2)=[N:23][C:24]2[C:29]([N:30]=1)=[CH:28][C:27]([C:37]([O:39][CH3:40])=[O:38])=[CH:26][CH:25]=2. The catalyst class is: 70. (8) Reactant: C(N[C@@H](C(O)=O)CC1C=CC=CC=1)(=O)C.[NH2:16][C@H:17]([C:23]1[CH:28]=[CH:27][C:26]([O:29][CH3:30])=[C:25]([O:31][CH3:32])[CH:24]=1)[CH2:18][C:19]([O:21][CH3:22])=[O:20].C(Cl)Cl.[OH-].[Na+]. Product: [NH2:16][C@H:17]([C:23]1[CH:28]=[CH:27][C:26]([O:29][CH3:30])=[C:25]([O:31][CH3:32])[CH:24]=1)[CH2:18][C:19]([O:21][CH3:22])=[O:20]. The catalyst class is: 6.